This data is from Forward reaction prediction with 1.9M reactions from USPTO patents (1976-2016). The task is: Predict the product of the given reaction. Given the reactants [Br:1][C:2]1[S:6][C:5]([C:7]2[CH:12]=[CH:11][N:10]=[C:9]([NH:13][C:14]3[CH:15]=[C:16]([CH:19]=[CH:20][CH:21]=3)[CH:17]=O)[N:8]=2)=[CH:4][CH:3]=1.[CH3:22][N:23]([CH3:30])[CH:24]1[CH2:29][CH2:28][NH:27][CH2:26][CH2:25]1, predict the reaction product. The product is: [Br:1][C:2]1[S:6][C:5]([C:7]2[CH:12]=[CH:11][N:10]=[C:9]([NH:13][C:14]3[CH:21]=[CH:20][CH:19]=[C:16]([CH2:17][N:27]4[CH2:28][CH2:29][CH:24]([N:23]([CH3:30])[CH3:22])[CH2:25][CH2:26]4)[CH:15]=3)[N:8]=2)=[CH:4][CH:3]=1.